Dataset: Reaction yield outcomes from USPTO patents with 853,638 reactions. Task: Predict the reaction yield, written as a fraction of the theoretical maximum amount of product (1.0 means a 100% yield; for example, 0.34 means a 34% yield). (1) The reactants are [Cl:1][C:2]1[C:3]([CH2:14][CH3:15])=[C:4]([Cl:13])[C:5]2[O:10][CH2:9][C:8](=[O:11])[NH:7][C:6]=2[CH:12]=1.C([O-])([O-])=O.[Cs+].[Cs+].[Cl:22][CH2:23][CH2:24][CH2:25]I. The catalyst is CCCCCCC.CCOC(C)=O. The product is [Cl:1][C:2]1[C:3]([CH2:14][CH3:15])=[C:4]([Cl:13])[C:5]2[O:10][CH2:9][C:8](=[O:11])[N:7]([CH2:25][CH2:24][CH2:23][Cl:22])[C:6]=2[CH:12]=1. The yield is 0.670. (2) The reactants are [C:1]([C:3]1[C:11]2[C:6](=[CH:7][C:8]([O:12][CH3:13])=[CH:9][CH:10]=2)[N:5]([CH2:14][CH3:15])[C:4]=1[C:16]1[CH:26]=[CH:25][C:19]([O:20][CH2:21][C:22](O)=[O:23])=[CH:18][CH:17]=1)#[N:2].C(Cl)Cl.[C:30](Cl)(=[O:34])[C:31](Cl)=O.[CH3:36][N:37](C=O)[CH3:38]. No catalyst specified. The product is [CH2:14]([N:5]1[C:6]2[C:11](=[CH:10][CH:9]=[C:8]([O:12][CH3:13])[CH:7]=2)[C:3]([C:1]#[N:2])=[C:4]1[C:16]1[CH:17]=[CH:18][C:19]([O:20][CH2:21][C:22]([N:37]2[CH2:38][CH2:31][CH:30]([OH:34])[CH2:36]2)=[O:23])=[CH:25][CH:26]=1)[CH3:15]. The yield is 0.790. (3) The reactants are [CH3:1][O:2][C:3](=[O:12])[C:4]([C:10]#[N:11])=[C:5]1[CH2:9][CH2:8][CH2:7][CH2:6]1.[N+]([CH3:16])([O-])=O.N12CCCN=C1CCCCC2. The catalyst is C(#N)C. The product is [CH3:1][O:2][C:3]([C:4]1([C:10]#[N:11])[C:5]2([CH2:6][CH2:7][CH2:8][CH2:9]2)[CH2:16]1)=[O:12]. The yield is 0.620. (4) The yield is 0.930. The reactants are F[C:2]1[CH:7]=[CH:6][C:5]([N+:8]([O-:10])=[O:9])=[CH:4][CH:3]=1.[CH:11]1([C:17]2[CH:22]=[CH:21][C:20]([OH:23])=[CH:19][CH:18]=2)[CH2:16][CH2:15][CH2:14][CH2:13][CH2:12]1.C([O-])([O-])=O.[K+].[K+]. The product is [CH:11]1([C:17]2[CH:18]=[CH:19][C:20]([O:23][C:2]3[CH:7]=[CH:6][C:5]([N+:8]([O-:10])=[O:9])=[CH:4][CH:3]=3)=[CH:21][CH:22]=2)[CH2:12][CH2:13][CH2:14][CH2:15][CH2:16]1. The catalyst is CS(C)=O. (5) The reactants are Cl.[N+](C1C=CC(C2SC(CCN)=NC=2)=CC=1)([O-])=O.[Cl:19][C:20]1[CH:25]=[CH:24][CH:23]=[CH:22][C:21]=1[NH:26][C:27](=[O:50])[NH:28][C:29]1[CH:34]=[CH:33][C:32]([C:35]2[S:39][C:38]([CH2:40][CH2:41][NH:42]C(=O)OC(C)(C)C)=[N:37][CH:36]=2)=[CH:31][CH:30]=1.Cl. No catalyst specified. The product is [ClH:19].[NH2:42][CH2:41][CH2:40][C:38]1[S:39][C:35]([C:32]2[CH:33]=[CH:34][C:29]([NH:28][C:27]([NH:26][C:21]3[CH:22]=[CH:23][CH:24]=[CH:25][C:20]=3[Cl:19])=[O:50])=[CH:30][CH:31]=2)=[CH:36][N:37]=1. The yield is 0.950. (6) The yield is 0.820. The catalyst is CO.C(Cl)Cl. The product is [C:10]([CH2:9][CH2:8][C:5]1[CH:6]=[CH:7][C:2]([NH:1][C:36]([C:25]2[N:26]([CH2:28][O:29][CH2:30][CH2:31][Si:32]([CH3:35])([CH3:34])[CH3:33])[CH:27]=[C:23]([C:21]#[N:22])[N:24]=2)=[O:37])=[C:3]([C:13]2[CH2:18][CH2:17][C:16]([CH3:20])([CH3:19])[CH2:15][CH:14]=2)[CH:4]=1)(=[O:11])[NH2:12]. The reactants are [NH2:1][C:2]1[CH:7]=[CH:6][C:5]([CH2:8][CH2:9][C:10]([NH2:12])=[O:11])=[CH:4][C:3]=1[C:13]1[CH2:18][CH2:17][C:16]([CH3:20])([CH3:19])[CH2:15][CH:14]=1.[C:21]([C:23]1[N:24]=[C:25]([C:36]([O-])=[O:37])[N:26]([CH2:28][O:29][CH2:30][CH2:31][Si:32]([CH3:35])([CH3:34])[CH3:33])[CH:27]=1)#[N:22].[K+]. (7) The reactants are Cl.[CH2:2]([C:4]1[S:24][C:7]2[N:8]=[C:9]([S:18][CH2:19][C:20]([O:22][CH3:23])=[O:21])[N:10]=[C:11]([N:12]3[CH2:17][CH2:16][NH:15][CH2:14][CH2:13]3)[C:6]=2[CH:5]=1)[CH3:3].C(N(C(C)C)CC)(C)C.[CH:34]1[C:43]2[C:38](=[CH:39][CH:40]=[CH:41][CH:42]=2)[CH:37]=[CH:36][C:35]=1[C:44](Cl)=[O:45]. The catalyst is CN(C=O)C. The product is [CH2:2]([C:4]1[S:24][C:7]2[N:8]=[C:9]([S:18][CH2:19][C:20]([O:22][CH3:23])=[O:21])[N:10]=[C:11]([N:12]3[CH2:17][CH2:16][N:15]([C:44]([C:35]4[CH:36]=[CH:37][C:38]5[C:43](=[CH:42][CH:41]=[CH:40][CH:39]=5)[CH:34]=4)=[O:45])[CH2:14][CH2:13]3)[C:6]=2[CH:5]=1)[CH3:3]. The yield is 0.580. (8) The reactants are Br[CH2:2][C:3]([O:5]C)=O.[C:7]([N:10]1[CH2:15][CH2:14][NH:13][CH2:12][CH2:11]1)(=[O:9])[CH3:8].C(=O)([O-])[O-].[K+].[K+].[NH2:22][NH2:23]. The catalyst is C(O)C. The product is [C:7]([N:10]1[CH2:15][CH2:14][N:13]([CH2:2][C:3]([NH:22][NH2:23])=[O:5])[CH2:12][CH2:11]1)(=[O:9])[CH3:8]. The yield is 0.800. (9) The reactants are [CH2:1]([N:3]([CH2:22][CH3:23])[CH2:4][CH2:5][N:6]1[C:10]2[CH:11]=[C:12]([C:19]#[N:20])[CH:13]=[C:14]([C:15]([F:18])([F:17])[F:16])[C:9]=2[NH:8][C:7]1=[O:21])[CH3:2].[F:24][C:25]([F:35])([F:34])[C:26]1[CH:33]=[CH:32][CH:31]=[CH:30][C:27]=1[CH2:28]Br.C(=O)([O-])[O-].[K+].[K+]. The catalyst is CN(C)C=O. The product is [CH2:22]([N:3]([CH2:1][CH3:2])[CH2:4][CH2:5][N:6]1[C:10]2[CH:11]=[C:12]([C:19]#[N:20])[CH:13]=[C:14]([C:15]([F:16])([F:17])[F:18])[C:9]=2[N:8]([CH2:28][C:27]2[CH:30]=[CH:31][CH:32]=[CH:33][C:26]=2[C:25]([F:24])([F:34])[F:35])[C:7]1=[O:21])[CH3:23]. The yield is 0.100.